From a dataset of Peptide-MHC class I binding affinity with 185,985 pairs from IEDB/IMGT. Regression. Given a peptide amino acid sequence and an MHC pseudo amino acid sequence, predict their binding affinity value. This is MHC class I binding data. (1) The peptide sequence is RLGWRTLDF. The MHC is HLA-B51:01 with pseudo-sequence HLA-B51:01. The binding affinity (normalized) is 0.0847. (2) The peptide sequence is FMVYVPLPA. The MHC is HLA-B40:01 with pseudo-sequence HLA-B40:01. The binding affinity (normalized) is 0.213. (3) The peptide sequence is KYFFTVSNI. The MHC is H-2-Kd with pseudo-sequence H-2-Kd. The binding affinity (normalized) is 0.793.